Dataset: Full USPTO retrosynthesis dataset with 1.9M reactions from patents (1976-2016). Task: Predict the reactants needed to synthesize the given product. (1) Given the product [CH2:1]([O:8][CH2:9][CH2:10][CH2:11][CH2:12][O:13][C:14]1[N:19]=[C:18]([NH:20][C:21](=[O:26])[C:22]([CH3:25])([CH3:23])[CH3:24])[C:17]([CH2:27][CH2:28][C:29]([O:31][CH2:32][CH3:33])=[O:30])=[CH:16][CH:15]=1)[C:2]1[CH:7]=[CH:6][CH:5]=[CH:4][CH:3]=1, predict the reactants needed to synthesize it. The reactants are: [CH2:1]([O:8][CH2:9][CH2:10][CH2:11][CH2:12][O:13][C:14]1[N:19]=[C:18]([NH:20][C:21](=[O:26])[C:22]([CH3:25])([CH3:24])[CH3:23])[C:17]([CH:27]=[CH:28][C:29]([O:31][CH2:32][CH3:33])=[O:30])=[CH:16][CH:15]=1)[C:2]1[CH:7]=[CH:6][CH:5]=[CH:4][CH:3]=1. (2) Given the product [CH3:20][C:21]1[CH:22]=[C:23]([NH:28][C:29](=[O:30])[NH:1][C:2]2[CH:3]=[CH:4][C:5]([C:8]3[C:16]4[C:11](=[CH:12][N:13]=[CH:14][CH:15]=4)[NH:10][C:9]=3[C:17]([NH2:19])=[O:18])=[CH:6][CH:7]=2)[CH:24]=[C:25]([CH3:27])[CH:26]=1, predict the reactants needed to synthesize it. The reactants are: [NH2:1][C:2]1[CH:7]=[CH:6][C:5]([C:8]2[C:16]3[C:11](=[CH:12][N:13]=[CH:14][CH:15]=3)[NH:10][C:9]=2[C:17]([NH2:19])=[O:18])=[CH:4][CH:3]=1.[CH3:20][C:21]1[CH:22]=[C:23]([N:28]=[C:29]=[O:30])[CH:24]=[C:25]([CH3:27])[CH:26]=1. (3) Given the product [C:18]([NH:17][C:13]1[CH:12]=[C:11]([CH:8]2[CH2:9][CH2:10][N:5]([CH2:4][CH2:3][C@H:2]([NH:1][C:35]([C:30]3[CH:31]=[CH:32][CH:33]=[CH:34][N:29]=3)=[O:36])[C:23]3[CH:24]=[CH:25][CH:26]=[CH:27][CH:28]=3)[CH2:6][CH2:7]2)[CH:16]=[CH:15][CH:14]=1)(=[O:22])[CH:19]([CH3:21])[CH3:20], predict the reactants needed to synthesize it. The reactants are: [NH2:1][C@H:2]([C:23]1[CH:28]=[CH:27][CH:26]=[CH:25][CH:24]=1)[CH2:3][CH2:4][N:5]1[CH2:10][CH2:9][CH:8]([C:11]2[CH:12]=[C:13]([NH:17][C:18](=[O:22])[CH:19]([CH3:21])[CH3:20])[CH:14]=[CH:15][CH:16]=2)[CH2:7][CH2:6]1.[N:29]1[CH:34]=[CH:33][CH:32]=[CH:31][C:30]=1[C:35](Cl)=[O:36]. (4) Given the product [CH3:56][C:57]1[C:62]([CH2:63][NH:64][C:26]([C:23]2[CH:24]=[CH:25][C:9]3[C@:8]4([CH2:1][C:2]5[CH:7]=[CH:6][CH:5]=[CH:4][CH:3]=5)[CH2:18][CH2:17][C@@:16]([CH2:20][CH3:21])([OH:19])[CH2:15][C@@H:14]4[CH2:13][CH2:12][CH2:11][C:10]=3[CH:22]=2)=[O:27])=[CH:61][CH:60]=[CH:59][N:58]=1, predict the reactants needed to synthesize it. The reactants are: [CH2:1]([C@@:8]12[CH2:18][CH2:17][C@@:16]([CH2:20][CH3:21])([OH:19])[CH2:15][C@@H:14]1[CH2:13][CH2:12][CH2:11][C:10]1[CH:22]=[C:23]([C:26](O)=[O:27])[CH:24]=[CH:25][C:9]2=1)[C:2]1[CH:7]=[CH:6][CH:5]=[CH:4][CH:3]=1.CCOC(C(C#N)=NOC(N1CCOCC1)=[N+](C)C)=O.F[P-](F)(F)(F)(F)F.[CH3:56][C:57]1[C:62]([CH2:63][NH2:64])=[CH:61][CH:60]=[CH:59][N:58]=1.CCN(C(C)C)C(C)C. (5) Given the product [CH2:1]([O:3][C:4](=[O:22])/[CH:5]=[CH:6]/[C:7]1[C:8]([NH:16][CH:17]2[CH2:21][CH2:20][CH2:19][CH2:18]2)=[N:9][C:10]([NH:34][C:33]2[CH:32]=[CH:31][C:30]([N:27]3[CH2:26][CH2:25][N:24]([CH3:23])[CH2:29][CH2:28]3)=[CH:36][CH:35]=2)=[N:11][CH:12]=1)[CH3:2], predict the reactants needed to synthesize it. The reactants are: [CH2:1]([O:3][C:4](=[O:22])/[CH:5]=[CH:6]/[C:7]1[C:8]([NH:16][CH:17]2[CH2:21][CH2:20][CH2:19][CH2:18]2)=[N:9][C:10](S(C)=O)=[N:11][CH:12]=1)[CH3:2].[CH3:23][N:24]1[CH2:29][CH2:28][N:27]([C:30]2[CH:36]=[CH:35][C:33]([NH2:34])=[CH:32][CH:31]=2)[CH2:26][CH2:25]1. (6) Given the product [CH2:18]([O:24][C:25]1[CH:26]=[CH:27][C:28]([C:31]2[NH:32][C:33]3[CH:39]=[C:38]([C:40]4[NH:13][C:12]5[CH:14]=[C:8]([N:5]6[CH2:6][CH2:7][N:2]([CH3:1])[CH2:3][CH2:4]6)[CH:9]=[CH:10][C:11]=5[N:15]=4)[CH:37]=[CH:36][C:34]=3[N:35]=2)=[CH:29][CH:30]=1)[CH2:19][CH2:20][CH2:21][C:22]#[CH:23], predict the reactants needed to synthesize it. The reactants are: [CH3:1][N:2]1[CH2:7][CH2:6][N:5]([C:8]2[CH:9]=[CH:10][C:11]([N+:15]([O-])=O)=[C:12]([CH:14]=2)[NH2:13])[CH2:4][CH2:3]1.[CH2:18]([O:24][C:25]1[CH:30]=[CH:29][C:28]([C:31]2[NH:32][C:33]3[CH:39]=[C:38]([CH:40]=O)[CH:37]=[CH:36][C:34]=3[N:35]=2)=[CH:27][CH:26]=1)[CH2:19][CH2:20][CH2:21][C:22]#[CH:23]. (7) Given the product [Cl:1][C:2]1[CH:3]=[C:4]([CH2:5][N:32]2[CH2:33][C:30]([OH:34])([CH3:29])[CH2:31]2)[CH:7]=[CH:8][C:9]=1[O:10][CH:11]1[CH2:12][N:13]([C:15]([C:17]2[O:18][C:19]([C:22]3[CH:27]=[CH:26][CH:25]=[CH:24][CH:23]=3)=[N:20][N:21]=2)=[O:16])[CH2:14]1, predict the reactants needed to synthesize it. The reactants are: [Cl:1][C:2]1[CH:3]=[C:4]([CH:7]=[CH:8][C:9]=1[O:10][CH:11]1[CH2:14][N:13]([C:15]([C:17]2[O:18][C:19]([C:22]3[CH:27]=[CH:26][CH:25]=[CH:24][CH:23]=3)=[N:20][N:21]=2)=[O:16])[CH2:12]1)[CH:5]=O.Cl.[CH3:29][C:30]1([OH:34])[CH2:33][NH:32][CH2:31]1. (8) Given the product [CH2:26]([O:25][C:20]1[CH:21]=[CH:22][CH:23]=[CH:24][C:19]=1[CH2:18][N:1]1[CH:5]=[CH:4][C:3]([C:6]([O:8][CH2:9][CH3:10])=[O:7])=[N:2]1)[CH2:27][CH2:28][CH3:29], predict the reactants needed to synthesize it. The reactants are: [NH:1]1[CH:5]=[CH:4][C:3]([C:6]([O:8][CH2:9][CH3:10])=[O:7])=[N:2]1.C(=O)([O-])[O-].[K+].[K+].Br[CH2:18][C:19]1[CH:24]=[CH:23][CH:22]=[CH:21][C:20]=1[O:25][CH2:26][CH2:27][CH2:28][CH3:29].